Task: Binary Classification. Given a T-cell receptor sequence (or CDR3 region) and an epitope sequence, predict whether binding occurs between them.. Dataset: TCR-epitope binding with 47,182 pairs between 192 epitopes and 23,139 TCRs (1) The epitope is NLSALGIFST. The TCR CDR3 sequence is CASSDPGQGVQTYEQYF. Result: 1 (the TCR binds to the epitope). (2) The epitope is GTSGSPIINR. The TCR CDR3 sequence is CASSLGAGTVGYEQYF. Result: 1 (the TCR binds to the epitope). (3) The epitope is YLNTLTLAV. The TCR CDR3 sequence is CASSLEGQGLYEQYF. Result: 0 (the TCR does not bind to the epitope). (4) The epitope is AYILFTRFFYV. The TCR CDR3 sequence is CASSDGTEYQETQYF. Result: 1 (the TCR binds to the epitope). (5) The epitope is HTTDPSFLGRY. The TCR CDR3 sequence is CASSLSDYGYTF. Result: 1 (the TCR binds to the epitope). (6) The epitope is MLNIPSINV. Result: 1 (the TCR binds to the epitope). The TCR CDR3 sequence is CASSWDRRAPSYNEQFF. (7) The epitope is GTSGSPIIDK. The TCR CDR3 sequence is CASSGLADYNEQFF. Result: 1 (the TCR binds to the epitope). (8) The epitope is SLYNTVATL. The TCR CDR3 sequence is CAGSQGLEVGEQYF. Result: 0 (the TCR does not bind to the epitope).